This data is from Peptide-MHC class II binding affinity with 134,281 pairs from IEDB. The task is: Regression. Given a peptide amino acid sequence and an MHC pseudo amino acid sequence, predict their binding affinity value. This is MHC class II binding data. (1) The peptide sequence is VFGNCEGVKIIGISI. The MHC is HLA-DPA10201-DPB11401 with pseudo-sequence HLA-DPA10201-DPB11401. The binding affinity (normalized) is 0.0690. (2) The peptide sequence is RRGVRSLSNKIKQKTHHHHHH. The MHC is HLA-DQA10103-DQB10603 with pseudo-sequence HLA-DQA10103-DQB10603. The binding affinity (normalized) is 0. (3) The peptide sequence is KNNSYLNISDFRNDW. The MHC is DRB1_0101 with pseudo-sequence DRB1_0101. The binding affinity (normalized) is 0.557. (4) The peptide sequence is LGVLFGSRIAFSNIQ. The MHC is DRB1_0101 with pseudo-sequence DRB1_0101. The binding affinity (normalized) is 0.872. (5) The peptide sequence is GSHLVEALYLVCGER. The MHC is DRB1_0405 with pseudo-sequence DRB1_0405. The binding affinity (normalized) is 0.220.